Predict the reactants needed to synthesize the given product. From a dataset of Full USPTO retrosynthesis dataset with 1.9M reactions from patents (1976-2016). Given the product [Br:32][C:9]1[N:13]([C:14]2[C:19]([Cl:20])=[CH:18][C:17]([C:21]([F:24])([F:23])[F:22])=[CH:16][C:15]=2[Cl:25])[N:12]=[C:11]([C:26]#[N:27])[C:10]=1[S:28][CH2:29][CH3:30], predict the reactants needed to synthesize it. The reactants are: N(OC(C)(C)C)=O.N[C:9]1[N:13]([C:14]2[C:19]([Cl:20])=[CH:18][C:17]([C:21]([F:24])([F:23])[F:22])=[CH:16][C:15]=2[Cl:25])[N:12]=[C:11]([C:26]#[N:27])[C:10]=1[S:28][CH2:29][CH3:30].C(Br)(Br)[Br:32].